From a dataset of Reaction yield outcomes from USPTO patents with 853,638 reactions. Predict the reaction yield, written as a fraction of the theoretical maximum amount of product (1.0 means a 100% yield; for example, 0.34 means a 34% yield). (1) The reactants are [O:1]1[CH2:6][CH:5]=[C:4]([C:7]2[CH:13]=[CH:12][C:10]([NH2:11])=[C:9]([O:14][CH3:15])[CH:8]=2)[CH2:3][CH2:2]1.[H][H].C[CH2:19][OH:20]. The catalyst is [Pd]. The product is [CH3:15][O:14][C:9]1[CH:8]=[C:7]([CH:4]2[CH2:3][CH2:2][O:1][CH2:6][CH2:5]2)[CH:13]=[CH:12][C:10]=1[NH:11][CH:19]=[O:20]. The yield is 0.700. (2) The reactants are [F:1][C:2]1[CH:29]=[CH:28][C:5]([O:6][C:7]2[CH:8]=[C:9]([NH:13][CH2:14][C:15]3[CH:20]=[CH:19][CH:18]=[C:17]([O:21][C:22]([F:27])([F:26])[CH:23]([F:25])[F:24])[CH:16]=3)[CH:10]=[CH:11][CH:12]=2)=[CH:4][CH:3]=1.[F:30][C:31]([F:36])([F:35])[CH:32]1[O:34][CH2:33]1. The catalyst is C(#N)C.FC(F)(F)S([O-])(=O)=O.[Yb+3].FC(F)(F)S([O-])(=O)=O.FC(F)(F)S([O-])(=O)=O. The product is [F:1][C:2]1[CH:3]=[CH:4][C:5]([O:6][C:7]2[CH:8]=[C:9]([N:13]([CH2:14][C:15]3[CH:20]=[CH:19][CH:18]=[C:17]([O:21][C:22]([F:26])([F:27])[CH:23]([F:24])[F:25])[CH:16]=3)[CH2:33][CH:32]([OH:34])[C:31]([F:36])([F:35])[F:30])[CH:10]=[CH:11][CH:12]=2)=[CH:28][CH:29]=1. The yield is 0.810. (3) The catalyst is CO. The yield is 0.340. The reactants are [Cl:1][C:2]1[N:7]=[C:6](Cl)[C:5]([C:9]([F:12])([F:11])[F:10])=[CH:4][N:3]=1.[CH:13]1([NH2:16])[CH2:15][CH2:14]1.C(Cl)Cl.O. The product is [Cl:1][C:2]1[N:7]=[C:6]([NH:16][CH:13]2[CH2:15][CH2:14]2)[C:5]([C:9]([F:12])([F:11])[F:10])=[CH:4][N:3]=1. (4) The reactants are CS(O[CH:6]1[CH2:10][CH:9]([C:11]2[N:15]3[C:16]4[CH:22]=[CH:21][N:20]([CH2:23][O:24][CH2:25][CH2:26][Si:27]([CH3:30])([CH3:29])[CH3:28])[C:17]=4[N:18]=[CH:19][C:14]3=[N:13][N:12]=2)[CH:8]([CH2:31][CH3:32])[CH2:7]1)(=O)=O.[N-:33]=[N+:34]=[N-:35].[Na+]. The catalyst is CN(C=O)C. The product is [N:33]([CH:6]1[CH2:10][CH:9]([C:11]2[N:15]3[C:16]4[CH:22]=[CH:21][N:20]([CH2:23][O:24][CH2:25][CH2:26][Si:27]([CH3:30])([CH3:29])[CH3:28])[C:17]=4[N:18]=[CH:19][C:14]3=[N:13][N:12]=2)[CH:8]([CH2:31][CH3:32])[CH2:7]1)=[N+:34]=[N-:35]. The yield is 0.880. (5) The reactants are [NH2:1]OS(O)(=O)=O.[NH:7]1[CH:11]=[CH:10][N:9]=[C:8]1[C:12]([O:14][CH2:15][CH3:16])=[O:13].C([O-])([O-])=O.[K+].[K+]. The catalyst is O. The product is [NH2:1][N:7]1[CH:11]=[CH:10][N:9]=[C:8]1[C:12]([O:14][CH2:15][CH3:16])=[O:13]. The yield is 0.0650. (6) The reactants are [F:1][C:2]1[CH:3]=[C:4](B(O)O)[CH:5]=[C:6]([F:8])[CH:7]=1.N[C@@H]1CC[CH2:16][CH2:15][C@H:14]1[OH:19].C[Si]([N-][Si](C)(C)C)(C)C.[Na+].IC1COC1. The catalyst is CC(O)C.[Ni](I)I. The product is [F:1][C:2]1[CH:3]=[C:4]([CH:15]2[CH2:14][O:19][CH2:16]2)[CH:5]=[C:6]([F:8])[CH:7]=1. The yield is 0.630.